Dataset: Forward reaction prediction with 1.9M reactions from USPTO patents (1976-2016). Task: Predict the product of the given reaction. (1) Given the reactants Cl[C:2]1[N:7]=[C:6]([C:8]2[CH:13]=[CH:12][C:11]([NH:14][C:15](=[O:17])[CH3:16])=[CH:10][CH:9]=2)[CH:5]=[CH:4][N:3]=1.[O:18]1[CH2:23][CH2:22][N:21]([C:24]2[CH:30]=[CH:29][C:27]([NH2:28])=[CH:26][CH:25]=2)[CH2:20][CH2:19]1.C(O)CCC, predict the reaction product. The product is: [N:21]1([C:24]2[CH:25]=[CH:26][C:27]([NH:28][C:2]3[N:7]=[C:6]([C:8]4[CH:13]=[CH:12][C:11]([NH:14][C:15](=[O:17])[CH3:16])=[CH:10][CH:9]=4)[CH:5]=[CH:4][N:3]=3)=[CH:29][CH:30]=2)[CH2:20][CH2:19][O:18][CH2:23][CH2:22]1. (2) Given the reactants [H-].[Na+].[C:3]([N:11]1[CH2:14][C:13]([CH2:18][OH:19])([C:15]([OH:17])=[O:16])[CH2:12]1)(=[O:10])[C:4]1[CH:9]=[CH:8][CH:7]=[CH:6][CH:5]=1.Cl[C:21]1[CH:26]=[N:25][C:24]([C:27]2[CH:32]=[CH:31][CH:30]=[CH:29][CH:28]=2)=[CH:23][N:22]=1, predict the reaction product. The product is: [C:3]([N:11]1[CH2:14][C:13]([CH2:18][O:19][C:21]2[CH:26]=[N:25][C:24]([C:27]3[CH:32]=[CH:31][CH:30]=[CH:29][CH:28]=3)=[CH:23][N:22]=2)([C:15]([OH:17])=[O:16])[CH2:12]1)(=[O:10])[C:4]1[CH:9]=[CH:8][CH:7]=[CH:6][CH:5]=1. (3) Given the reactants [C:1]1([CH3:13])[CH:6]=[CH:5][C:4]([C:7]2([C:10]([OH:12])=[O:11])[CH2:9][CH2:8]2)=[CH:3][CH:2]=1.O.[C:15]1(C)C=CC(S(O)(=O)=O)=CC=1, predict the reaction product. The product is: [C:1]1([CH3:13])[CH:2]=[CH:3][C:4]([C:7]2([C:10]([O:12][CH3:15])=[O:11])[CH2:9][CH2:8]2)=[CH:5][CH:6]=1.